This data is from Full USPTO retrosynthesis dataset with 1.9M reactions from patents (1976-2016). The task is: Predict the reactants needed to synthesize the given product. (1) Given the product [Cl:1][CH2:2][C@H:3]1[C:11]2[C:10]3[CH:12]=[CH:13][CH:14]=[CH:15][C:9]=3[C:8]([O:16][C:17]([N:19]3[CH2:20][CH2:21][N:22]([CH3:25])[CH2:23][CH2:24]3)=[O:18])=[CH:7][C:6]=2[N:5]([C:26](=[O:102])[CH2:27][CH2:28][CH2:29][CH2:30][CH2:31][O:32][C:33]2[C:34]([O:100][CH3:101])=[CH:35][C:36]3[C:42](=[O:43])[N:41]4[CH2:44][CH2:45][CH2:46][CH:40]4[C@H:39]([OH:47])[N:38]([C:48]([O:50][CH2:51][C:52]4[CH:57]=[CH:56][C:55]([NH:58][C:59](=[O:98])[C@@H:60]([NH:73][C:74](=[O:97])[C@@H:75]([NH2:79])[CH:76]([CH3:77])[CH3:78])[CH2:61][CH2:62][CH2:63][CH2:64][NH:65][C:66]([O:68][C:69]([CH3:70])([CH3:72])[CH3:71])=[O:67])=[CH:54][CH:53]=4)=[O:49])[C:37]=3[CH:99]=2)[CH2:4]1, predict the reactants needed to synthesize it. The reactants are: [Cl:1][CH2:2][C@H:3]1[C:11]2[C:10]3[CH:12]=[CH:13][CH:14]=[CH:15][C:9]=3[C:8]([O:16][C:17]([N:19]3[CH2:24][CH2:23][N:22]([CH3:25])[CH2:21][CH2:20]3)=[O:18])=[CH:7][C:6]=2[N:5]([C:26](=[O:102])[CH2:27][CH2:28][CH2:29][CH2:30][CH2:31][O:32][C:33]2[C:34]([O:100][CH3:101])=[CH:35][C:36]3[C:42](=[O:43])[N:41]4[CH2:44][CH2:45][CH2:46][CH:40]4[C@H:39]([OH:47])[N:38]([C:48]([O:50][CH2:51][C:52]4[CH:57]=[CH:56][C:55]([NH:58][C:59](=[O:98])[C@@H:60]([NH:73][C:74](=[O:97])[C@@H:75]([NH:79]C(OCC5C6C=CC=CC=6C6C5=CC=CC=6)=O)[CH:76]([CH3:78])[CH3:77])[CH2:61][CH2:62][CH2:63][CH2:64][NH:65][C:66]([O:68][C:69]([CH3:72])([CH3:71])[CH3:70])=[O:67])=[CH:54][CH:53]=4)=[O:49])[C:37]=3[CH:99]=2)[CH2:4]1.N1CCCCC1. (2) The reactants are: [OH-].[Na+].[C:3]([C:5]1[CH:6]=[C:7]([C:15]2[O:19][N:18]=[C:17]([C:20]3[C:21]([O:35][CH3:36])=[C:22]([CH2:27][CH2:28][CH2:29][C:30]([O:32]CC)=[O:31])[CH:23]=[C:24]([F:26])[CH:25]=3)[N:16]=2)[CH:8]=[CH:9][C:10]=1[O:11][CH:12]([CH3:14])[CH3:13])#[N:4].Cl. Given the product [C:3]([C:5]1[CH:6]=[C:7]([C:15]2[O:19][N:18]=[C:17]([C:20]3[C:21]([O:35][CH3:36])=[C:22]([CH2:27][CH2:28][CH2:29][C:30]([OH:32])=[O:31])[CH:23]=[C:24]([F:26])[CH:25]=3)[N:16]=2)[CH:8]=[CH:9][C:10]=1[O:11][CH:12]([CH3:14])[CH3:13])#[N:4], predict the reactants needed to synthesize it.